Dataset: Full USPTO retrosynthesis dataset with 1.9M reactions from patents (1976-2016). Task: Predict the reactants needed to synthesize the given product. (1) Given the product [Br:1][C:2]1[CH:16]=[C:15](/[CH:17]=[CH:18]/[CH:19]([C:24]2[CH:25]=[C:26]([Cl:32])[C:27]([Cl:31])=[C:28]([Cl:30])[CH:29]=2)[C:20]([F:23])([F:21])[F:22])[CH:14]=[CH:13][C:3]=1[C:4]([NH:6][CH:7]1[CH2:12][CH2:11][N:10]([CH2:34][C:35]#[N:36])[CH2:9][CH2:8]1)=[O:5], predict the reactants needed to synthesize it. The reactants are: [Br:1][C:2]1[CH:16]=[C:15](/[CH:17]=[CH:18]/[CH:19]([C:24]2[CH:29]=[C:28]([Cl:30])[C:27]([Cl:31])=[C:26]([Cl:32])[CH:25]=2)[C:20]([F:23])([F:22])[F:21])[CH:14]=[CH:13][C:3]=1[C:4]([NH:6][CH:7]1[CH2:12][CH2:11][NH:10][CH2:9][CH2:8]1)=[O:5].Br[CH2:34][C:35]#[N:36]. (2) Given the product [CH3:9][O:8][C:6](=[O:7])[C:5]1[CH:10]=[CH:11][C:2]([O:20][CH:18]2[CH2:19][C:16]([F:21])([F:15])[CH2:17]2)=[C:3]([N+:12]([O-:14])=[O:13])[CH:4]=1, predict the reactants needed to synthesize it. The reactants are: F[C:2]1[CH:11]=[CH:10][C:5]([C:6]([O:8][CH3:9])=[O:7])=[CH:4][C:3]=1[N+:12]([O-:14])=[O:13].[F:15][C:16]1([F:21])[CH2:19][CH:18]([OH:20])[CH2:17]1.C([O-])([O-])=O.[Cs+].[Cs+].O.